From a dataset of Full USPTO retrosynthesis dataset with 1.9M reactions from patents (1976-2016). Predict the reactants needed to synthesize the given product. (1) Given the product [NH2:11][CH2:10][CH2:9][CH:8]([C:12]1[N:21]=[C:20]([NH:22][C:23]2[CH:27]=[C:26]([CH3:28])[NH:25][N:24]=2)[C:19]2[C:14](=[CH:15][CH:16]=[CH:17][CH:18]=2)[N:13]=1)[C:5]1[CH:4]=[CH:3][C:2]([F:1])=[CH:7][CH:6]=1, predict the reactants needed to synthesize it. The reactants are: [F:1][C:2]1[CH:7]=[CH:6][C:5]([CH:8]([C:12]2[N:21]=[C:20]([NH:22][C:23]3[CH:27]=[C:26]([CH3:28])[NH:25][N:24]=3)[C:19]3[C:14](=[CH:15][CH:16]=[CH:17][CH:18]=3)[N:13]=2)[CH2:9][C:10]#[N:11])=[CH:4][CH:3]=1.[H-].[Al+3].[Li+].[H-].[H-].[H-].[OH-].[Na+].CO. (2) The reactants are: [OH:1][CH:2]([C:4]1[CH:5]=[C:6]([C:10]2[C:15]3[N:16]([C:19]4[CH:24]=[CH:23][CH:22]=[CH:21][CH:20]=4)[CH:17]=[N:18][C:14]=3[CH:13]=[C:12]([C:25]([F:28])([F:27])[F:26])[CH:11]=2)[CH:7]=[CH:8][CH:9]=1)[CH3:3].[H-].[Na+].[H][H].I[CH3:34]. Given the product [CH3:34][O:1][CH:2]([C:4]1[CH:5]=[C:6]([C:10]2[C:15]3[N:16]([C:19]4[CH:24]=[CH:23][CH:22]=[CH:21][CH:20]=4)[CH:17]=[N:18][C:14]=3[CH:13]=[C:12]([C:25]([F:28])([F:27])[F:26])[CH:11]=2)[CH:7]=[CH:8][CH:9]=1)[CH3:3], predict the reactants needed to synthesize it.